The task is: Predict the reactants needed to synthesize the given product.. This data is from Full USPTO retrosynthesis dataset with 1.9M reactions from patents (1976-2016). (1) Given the product [O:24]1[CH:28]=[CH:27][N:26]=[C:25]1[CH:29]([NH:31][C:11]([C:10]1[C:4]2[C:5](=[N:6][CH:7]=[C:2]([Br:1])[N:3]=2)[N:8]([CH2:14][O:15][CH2:16][CH2:17][Si:18]([CH3:21])([CH3:20])[CH3:19])[CH:9]=1)=[O:13])[CH3:30], predict the reactants needed to synthesize it. The reactants are: [Br:1][C:2]1[N:3]=[C:4]2[C:10]([C:11]([OH:13])=O)=[CH:9][N:8]([CH2:14][O:15][CH2:16][CH2:17][Si:18]([CH3:21])([CH3:20])[CH3:19])[C:5]2=[N:6][CH:7]=1.Cl.Cl.[O:24]1[CH:28]=[CH:27][N:26]=[C:25]1[CH:29]([NH2:31])[CH3:30].C(N(CC)C(C)C)(C)C.CN(C(ON1N=NC2C=CC=NC1=2)=[N+](C)C)C.F[P-](F)(F)(F)(F)F. (2) Given the product [CH:2]([C:5]1[CH:15]=[CH:14][CH:13]=[CH:12][C:6]=1[O:7][CH2:8][CH2:9][N:10]([CH3:11])[C:24](=[O:25])[NH:23][C:26]1[CH:35]=[CH:34][CH:33]=[CH:32][C:27]=1[C:28]([O:30][CH3:31])=[O:29])([CH3:4])[CH3:3], predict the reactants needed to synthesize it. The reactants are: Cl.[CH:2]([C:5]1[CH:15]=[CH:14][CH:13]=[CH:12][C:6]=1[O:7][CH2:8][CH2:9][NH:10][CH3:11])([CH3:4])[CH3:3].CCN(CC)CC.[N:23]([C:26]1[CH:35]=[CH:34][CH:33]=[CH:32][C:27]=1[C:28]([O:30][CH3:31])=[O:29])=[C:24]=[O:25]. (3) Given the product [CH2:1]([O:8][C:9]1[CH:16]=[CH:15][C:12]([CH:13]=[CH:22][N+:19]([O-:21])=[O:20])=[CH:11][C:10]=1[O:17][CH3:18])[C:2]1[CH:7]=[CH:6][CH:5]=[CH:4][CH:3]=1, predict the reactants needed to synthesize it. The reactants are: [CH2:1]([O:8][C:9]1[CH:16]=[CH:15][C:12]([CH:13]=O)=[CH:11][C:10]=1[O:17][CH3:18])[C:2]1[CH:7]=[CH:6][CH:5]=[CH:4][CH:3]=1.[N+:19]([CH3:22])([O-:21])=[O:20].C(O)(=O)C.C(N)CCC. (4) Given the product [CH3:5][C:6]1[CH:7]=[C:8]([N:12]2[N:16]=[N:15][C:14]([C@H:17]([OH:19])[CH3:18])=[N:13]2)[CH:9]=[CH:10][CH:11]=1, predict the reactants needed to synthesize it. The reactants are: CSC.B.[CH3:5][C:6]1[CH:7]=[C:8]([N:12]2[N:16]=[N:15][C:14]([C:17](=[O:19])[CH3:18])=[N:13]2)[CH:9]=[CH:10][CH:11]=1.B.CO. (5) Given the product [N:32]1([CH2:39][CH2:40][C:41]2[CH:49]=[CH:48][C:44]([CH2:45][CH2:2][CH2:1][NH:3][C:4]3[CH:9]=[C:8]([O:10][CH3:11])[C:7]([O:12][CH3:13])=[CH:6][C:5]=3[CH:14]3[CH2:23][CH2:22][C:21]4[CH:20]=[C:19]([OH:24])[CH:18]=[CH:17][C:16]=4[CH2:15]3)=[CH:43][CH:42]=2)[CH2:38][CH2:37][CH2:36][CH2:35][CH2:34][CH2:33]1, predict the reactants needed to synthesize it. The reactants are: [CH2:1]([NH:3][C:4]1[CH:9]=[C:8]([O:10][CH3:11])[C:7]([O:12][CH3:13])=[CH:6][C:5]=1[CH:14]1[CH2:23][CH2:22][C:21]2[CH:20]=[C:19]([O:24]C(=O)C(C)(C)C)[CH:18]=[CH:17][C:16]=2[CH2:15]1)[CH3:2].Cl.[N:32]1([CH2:39][CH2:40][C:41]2[CH:49]=[CH:48][C:44]([C:45](O)=O)=[CH:43][CH:42]=2)[CH2:38][CH2:37][CH2:36][CH2:35][CH2:34][CH2:33]1. (6) Given the product [F:1][C:2]1[CH:3]=[CH:4][CH:5]=[C:6]2[C:10]=1[NH:9][CH:8]=[C:7]2[CH:13]1[C:14]2[C:19](=[CH:18][CH:17]=[CH:16][CH:15]=2)[C:11](=[O:20])[CH2:12]1, predict the reactants needed to synthesize it. The reactants are: [F:1][C:2]1[CH:3]=[CH:4][CH:5]=[C:6]2[C:10]=1[NH:9][CH:8]=[CH:7]2.[C:11]1(=[O:20])[C:19]2[C:14](=[CH:15][CH:16]=[CH:17][CH:18]=2)[CH:13]=[CH:12]1.C(OCC)(=O)C.